Dataset: Reaction yield outcomes from USPTO patents with 853,638 reactions. Task: Predict the reaction yield, written as a fraction of the theoretical maximum amount of product (1.0 means a 100% yield; for example, 0.34 means a 34% yield). The reactants are [CH3:1][C:2]1[O:6][C:5]([C:7]2[CH:22]=[CH:21][C:10]([C:11]([NH:13][CH2:14][C:15]3[CH:16]=[N:17][CH:18]=[CH:19][CH:20]=3)=[O:12])=[CH:9][CH:8]=2)=[N:4][C:3]=1[CH2:23][S:24]([CH:27]1[CH2:32][CH2:31][NH:30][CH2:29][CH2:28]1)(=[O:26])=[O:25].C(O)(=O)C.[CH3:37][CH:38]([CH3:41])[CH:39]=O.C(O[BH-](OC(=O)C)OC(=O)C)(=O)C.[Na+]. The catalyst is ClCCCl. The product is [CH3:1][C:2]1[O:6][C:5]([C:7]2[CH:8]=[CH:9][C:10]([C:11]([NH:13][CH2:14][C:15]3[CH:16]=[N:17][CH:18]=[CH:19][CH:20]=3)=[O:12])=[CH:21][CH:22]=2)=[N:4][C:3]=1[CH2:23][S:24]([CH:27]1[CH2:28][CH2:29][N:30]([CH2:37][CH:38]([CH3:41])[CH3:39])[CH2:31][CH2:32]1)(=[O:25])=[O:26]. The yield is 0.590.